Dataset: Reaction yield outcomes from USPTO patents with 853,638 reactions. Task: Predict the reaction yield, written as a fraction of the theoretical maximum amount of product (1.0 means a 100% yield; for example, 0.34 means a 34% yield). The reactants are [H-].[Na+].CN(C=O)C.[O:8]1[CH2:13][CH2:12][CH2:11][CH2:10][CH:9]1[N:14]1[CH:18]=[C:17]([C:19]2[CH:20]=[C:21]3[C:25](=[CH:26][CH:27]=2)[NH:24][N:23]=[CH:22]3)[CH:16]=[N:15]1.CC1C=CC(S(O[CH2:39][C@H:40]2[CH2:44][C@H:43]([CH3:45])[N:42]([CH2:46][C:47]3[CH:52]=[CH:51][CH:50]=[CH:49][CH:48]=3)[CH2:41]2)(=O)=O)=CC=1. The catalyst is O. The product is [CH2:46]([N:42]1[C@@H:43]([CH3:45])[CH2:44][C@H:40]([CH2:39][N:24]2[C:25]3[C:21](=[CH:20][C:19]([C:17]4[CH:16]=[N:15][N:14]([CH:9]5[CH2:10][CH2:11][CH2:12][CH2:13][O:8]5)[CH:18]=4)=[CH:27][CH:26]=3)[CH:22]=[N:23]2)[CH2:41]1)[C:47]1[CH:52]=[CH:51][CH:50]=[CH:49][CH:48]=1. The yield is 0.250.